This data is from HIV replication inhibition screening data with 41,000+ compounds from the AIDS Antiviral Screen. The task is: Binary Classification. Given a drug SMILES string, predict its activity (active/inactive) in a high-throughput screening assay against a specified biological target. (1) The drug is C=Cc1ccccc1N=NC(C(=O)OC)=P(c1ccccc1)(c1ccccc1)c1ccccc1. The result is 0 (inactive). (2) The molecule is CC1=Nc2ncnn2C1=NNc1ccccc1. The result is 0 (inactive). (3) The drug is O=c1[nH]nc(Cc2ccccc2)n1N=Cc1ccncc1. The result is 1 (active). (4) The compound is Cc1c2ccccc2n[c-](CS(C)(=O)=O)[n+]1=O. The result is 0 (inactive). (5) The result is 0 (inactive). The drug is CCC1CCN=C(NS(=O)(=O)c2cc(C)c(Cl)cc2S)N1. (6) The molecule is O=C1c2ccccc2-c2cccc3ccc(Cc4ccccc4)c1c23. The result is 0 (inactive). (7) The molecule is CCCN(CCC)CCc1ccc(OC2=CCN(C)CC2)cc1.O=C(O)C(=O)O. The result is 0 (inactive). (8) The molecule is CCN(CC)CC.O=C1c2ccccc2C(=O)C1(Cl)C1(S(=O)(=O)O)c2ccccc2-c2ccccc21. The result is 0 (inactive). (9) The molecule is N=c1oc2cc(O)c(O)cc2cc1C(N)=O. The result is 0 (inactive).